Dataset: Forward reaction prediction with 1.9M reactions from USPTO patents (1976-2016). Task: Predict the product of the given reaction. The product is: [C:1]([C:4]1[S:8][C:7]([C:9]([Cl:15])=[O:11])=[CH:6][CH:5]=1)(=[O:3])[CH3:2]. Given the reactants [C:1]([C:4]1[S:8][C:7]([C:9]([OH:11])=O)=[CH:6][CH:5]=1)(=[O:3])[CH3:2].C(Cl)(=O)C([Cl:15])=O, predict the reaction product.